Dataset: Full USPTO retrosynthesis dataset with 1.9M reactions from patents (1976-2016). Task: Predict the reactants needed to synthesize the given product. Given the product [CH3:17][S:18]([O:9][CH2:8][CH2:7][C:2]1[CH:3]=[CH:4][CH:5]=[CH:6][N:1]=1)(=[O:20])=[O:19], predict the reactants needed to synthesize it. The reactants are: [N:1]1[CH:6]=[CH:5][CH:4]=[CH:3][C:2]=1[CH2:7][CH2:8][OH:9].C(N(CC)CC)C.[CH3:17][S:18](Cl)(=[O:20])=[O:19].